Dataset: NCI-60 drug combinations with 297,098 pairs across 59 cell lines. Task: Regression. Given two drug SMILES strings and cell line genomic features, predict the synergy score measuring deviation from expected non-interaction effect. (1) Drug 1: C1C(C(OC1N2C=NC3=C(N=C(N=C32)Cl)N)CO)O. Drug 2: C1=CN(C=N1)CC(O)(P(=O)(O)O)P(=O)(O)O. Cell line: KM12. Synergy scores: CSS=21.9, Synergy_ZIP=-8.55, Synergy_Bliss=-3.01, Synergy_Loewe=-14.0, Synergy_HSA=-4.31. (2) Drug 1: CC1=C(C(=O)C2=C(C1=O)N3CC4C(C3(C2COC(=O)N)OC)N4)N. Drug 2: CC12CCC3C(C1CCC2OP(=O)(O)O)CCC4=C3C=CC(=C4)OC(=O)N(CCCl)CCCl.[Na+]. Cell line: U251. Synergy scores: CSS=36.3, Synergy_ZIP=-3.91, Synergy_Bliss=-8.55, Synergy_Loewe=-24.8, Synergy_HSA=-7.24. (3) Drug 1: COC1=CC(=CC(=C1O)OC)C2C3C(COC3=O)C(C4=CC5=C(C=C24)OCO5)OC6C(C(C7C(O6)COC(O7)C8=CC=CS8)O)O. Drug 2: CC1=C(N=C(N=C1N)C(CC(=O)N)NCC(C(=O)N)N)C(=O)NC(C(C2=CN=CN2)OC3C(C(C(C(O3)CO)O)O)OC4C(C(C(C(O4)CO)O)OC(=O)N)O)C(=O)NC(C)C(C(C)C(=O)NC(C(C)O)C(=O)NCCC5=NC(=CS5)C6=NC(=CS6)C(=O)NCCC[S+](C)C)O. Cell line: K-562. Synergy scores: CSS=50.9, Synergy_ZIP=14.4, Synergy_Bliss=15.7, Synergy_Loewe=8.34, Synergy_HSA=11.9. (4) Drug 1: CS(=O)(=O)C1=CC(=C(C=C1)C(=O)NC2=CC(=C(C=C2)Cl)C3=CC=CC=N3)Cl. Drug 2: CC12CCC(CC1=CCC3C2CCC4(C3CC=C4C5=CN=CC=C5)C)O. Cell line: NCIH23. Synergy scores: CSS=11.8, Synergy_ZIP=-2.02, Synergy_Bliss=6.50, Synergy_Loewe=4.42, Synergy_HSA=5.34. (5) Drug 1: CN1C2=C(C=C(C=C2)N(CCCl)CCCl)N=C1CCCC(=O)O.Cl. Drug 2: CC1C(C(CC(O1)OC2CC(CC3=C2C(=C4C(=C3O)C(=O)C5=C(C4=O)C(=CC=C5)OC)O)(C(=O)CO)O)N)O.Cl. Cell line: UO-31. Synergy scores: CSS=36.5, Synergy_ZIP=-5.74, Synergy_Bliss=-1.21, Synergy_Loewe=-4.86, Synergy_HSA=0.0277. (6) Drug 1: CC1=C(C=C(C=C1)C(=O)NC2=CC(=CC(=C2)C(F)(F)F)N3C=C(N=C3)C)NC4=NC=CC(=N4)C5=CN=CC=C5. Drug 2: C1C(C(OC1N2C=NC(=NC2=O)N)CO)O. Cell line: RXF 393. Synergy scores: CSS=3.38, Synergy_ZIP=4.59, Synergy_Bliss=-0.528, Synergy_Loewe=-2.62, Synergy_HSA=-1.07. (7) Drug 2: CC(C)CN1C=NC2=C1C3=CC=CC=C3N=C2N. Cell line: HOP-92. Synergy scores: CSS=11.0, Synergy_ZIP=3.55, Synergy_Bliss=3.81, Synergy_Loewe=-8.31, Synergy_HSA=1.82. Drug 1: CCC1=C2CN3C(=CC4=C(C3=O)COC(=O)C4(CC)O)C2=NC5=C1C=C(C=C5)O. (8) Drug 1: C1CCC(C1)C(CC#N)N2C=C(C=N2)C3=C4C=CNC4=NC=N3. Drug 2: C(=O)(N)NO. Cell line: MOLT-4. Synergy scores: CSS=12.1, Synergy_ZIP=-4.55, Synergy_Bliss=-2.66, Synergy_Loewe=-3.74, Synergy_HSA=-1.66.